From a dataset of Reaction yield outcomes from USPTO patents with 853,638 reactions. Predict the reaction yield, written as a fraction of the theoretical maximum amount of product (1.0 means a 100% yield; for example, 0.34 means a 34% yield). (1) The reactants are [CH3:1][C:2]1[N:29]=[C:5]2[NH:6][C:7](=[O:28])[C:8]([CH2:13][C:14]3[CH:19]=[CH:18][C:17]([C:20]4[C:21]([C:26]#[N:27])=[CH:22][CH:23]=[CH:24][CH:25]=4)=[CH:16][CH:15]=3)=[C:9]([CH2:10][CH2:11][CH3:12])[N:4]2[N:3]=1.[CH3:30][CH:31]([O:33][C:34]1[CH:39]=[CH:38][C:37](B(O)O)=[CH:36][CH:35]=1)[CH3:32].C(N(CC)CC)C.N1C=CC=CC=1. The catalyst is ClCCl.C(OCC)(=O)C.C([O-])(=O)C.[Cu+2].C([O-])(=O)C. The product is [CH3:1][C:2]1[N:29]=[C:5]2[N:6]([C:37]3[CH:38]=[CH:39][C:34]([O:33][CH:31]([CH3:32])[CH3:30])=[CH:35][CH:36]=3)[C:7](=[O:28])[C:8]([CH2:13][C:14]3[CH:19]=[CH:18][C:17]([C:20]4[C:21]([C:26]#[N:27])=[CH:22][CH:23]=[CH:24][CH:25]=4)=[CH:16][CH:15]=3)=[C:9]([CH2:10][CH2:11][CH3:12])[N:4]2[N:3]=1. The yield is 0.430. (2) The reactants are [CH3:1][C:2]1[CH:7]=[C:6]([CH3:8])[N:5]=[C:4]([N:9]2[CH2:13][CH:12]3[CH2:14][N:15]([CH:17]=[O:18])[CH2:16][CH:11]3[CH2:10]2)[N:3]=1.[NH:19]1[CH:23]=[CH:22][N:21]=[N:20]1.O1[CH2:29][CH2:28]OCC1. The catalyst is O.[Cu]I. The product is [N:19]1[N:20]([C:29]2[C:28]([C:17]([N:15]3[CH2:14][CH:12]4[CH:11]([CH2:10][N:9]([C:4]5[N:3]=[C:2]([CH3:1])[CH:7]=[C:6]([CH3:8])[N:5]=5)[CH2:13]4)[CH2:16]3)=[O:18])=[CH:6][CH:7]=[CH:2][N:3]=2)[N:21]=[CH:22][CH:23]=1. The yield is 0.0600.